From a dataset of Reaction yield outcomes from USPTO patents with 853,638 reactions. Predict the reaction yield, written as a fraction of the theoretical maximum amount of product (1.0 means a 100% yield; for example, 0.34 means a 34% yield). The catalyst is CN(C)C=O. The yield is 0.890. The product is [CH2:5]([C@@H:4]([C:7]1[CH:12]=[CH:11][CH:10]=[C:9]([O:13][CH2:14][C:15]2[CH:20]=[CH:19][CH:18]=[CH:17][CH:16]=2)[CH:8]=1)[C@@H:3]([CH3:21])[CH2:2][N:30]([CH3:31])[CH3:29])[CH3:6]. The reactants are Br[CH2:2][C@H:3]([CH3:21])[C@H:4]([C:7]1[CH:12]=[CH:11][CH:10]=[C:9]([O:13][CH2:14][C:15]2[CH:20]=[CH:19][CH:18]=[CH:17][CH:16]=2)[CH:8]=1)[CH2:5][CH3:6].C(=O)([O-])[O-].[K+].[K+].Cl.[CH3:29][NH:30][CH3:31].O.